This data is from Aqueous solubility values for 9,982 compounds from the AqSolDB database. The task is: Regression/Classification. Given a drug SMILES string, predict its absorption, distribution, metabolism, or excretion properties. Task type varies by dataset: regression for continuous measurements (e.g., permeability, clearance, half-life) or binary classification for categorical outcomes (e.g., BBB penetration, CYP inhibition). For this dataset (solubility_aqsoldb), we predict Y. (1) The compound is Cc1ccnc(NS(=O)(=O)c2ccc(N)cc2)n1. The Y is -2.63 log mol/L. (2) The compound is CC(=O)c1ccc(-c2ccccc2)cc1. The Y is -3.31 log mol/L. (3) The drug is FC(F)(Cl)C(F)(Cl)Cl. The Y is -3.04 log mol/L. (4) The molecule is C1=COCCC1. The Y is -1.04 log mol/L.